The task is: Regression. Given a peptide amino acid sequence and an MHC pseudo amino acid sequence, predict their binding affinity value. This is MHC class II binding data.. This data is from Peptide-MHC class II binding affinity with 134,281 pairs from IEDB. (1) The peptide sequence is KTYKNVYIDTYHN. The MHC is DRB1_0101 with pseudo-sequence DRB1_0101. The binding affinity (normalized) is 0.0814. (2) The peptide sequence is VPFNVAQAYCIGKLK. The MHC is DRB1_0901 with pseudo-sequence DRB1_0901. The binding affinity (normalized) is 0.129. (3) The peptide sequence is DQEYHRLIHSLSKTS. The MHC is DRB1_0802 with pseudo-sequence DRB1_0802. The binding affinity (normalized) is 0.381. (4) The peptide sequence is EKKAFAATQFEPLAA. The MHC is DRB1_1602 with pseudo-sequence DRB1_1602. The binding affinity (normalized) is 0.383. (5) The peptide sequence is PFNASDSVGQQIKVI. The MHC is DRB1_0405 with pseudo-sequence DRB1_0405. The binding affinity (normalized) is 0.359. (6) The peptide sequence is GKLYSILKIQSPLFT. The MHC is HLA-DPA10103-DPB10301 with pseudo-sequence HLA-DPA10103-DPB10301. The binding affinity (normalized) is 0.317. (7) The peptide sequence is KFTVFEAAFNKAIKE. The MHC is HLA-DQA10301-DQB10302 with pseudo-sequence HLA-DQA10301-DQB10302. The binding affinity (normalized) is 0.416.